From a dataset of Full USPTO retrosynthesis dataset with 1.9M reactions from patents (1976-2016). Predict the reactants needed to synthesize the given product. (1) Given the product [Cl:26][C:24]1[CH:23]=[CH:22][C:16]2[N:17]3[CH:21]=[CH:20][CH:19]=[C:18]3[C:13]3([CH2:27][CH2:28][N:10]([C:8]([C:5]4[CH:6]=[CH:7][C:2]([CH2:35][CH:34]=[O:33])=[C:3]([O:29][CH3:30])[CH:4]=4)=[O:9])[CH2:11][CH2:12]3)[O:14][C:15]=2[CH:25]=1, predict the reactants needed to synthesize it. The reactants are: Br[C:2]1[CH:7]=[CH:6][C:5]([C:8]([N:10]2[CH2:28][CH2:27][C:13]3([C:18]4=[CH:19][CH:20]=[CH:21][N:17]4[C:16]4[CH:22]=[CH:23][C:24]([Cl:26])=[CH:25][C:15]=4[O:14]3)[CH2:12][CH2:11]2)=[O:9])=[CH:4][C:3]=1[O:29][CH3:30].C[Si](C)(C)[O:33][CH:34]=[CH2:35]. (2) Given the product [C:1]([O:5][C:6]([NH:8][C@@:9]([C:29]([O:31][CH3:32])=[O:30])([CH2:26][CH:27]=[O:34])[CH2:10][CH:11]1[CH2:16][CH2:15][N:14]([C:17]([O:19][CH2:20][CH2:21][Si:22]([CH3:23])([CH3:25])[CH3:24])=[O:18])[CH2:13][CH2:12]1)=[O:7])([CH3:4])([CH3:3])[CH3:2], predict the reactants needed to synthesize it. The reactants are: [C:1]([O:5][C:6]([NH:8][C@@:9]([C:29]([O:31][CH3:32])=[O:30])([CH2:26][CH:27]=C)[CH2:10][CH:11]1[CH2:16][CH2:15][N:14]([C:17]([O:19][CH2:20][CH2:21][Si:22]([CH3:25])([CH3:24])[CH3:23])=[O:18])[CH2:13][CH2:12]1)=[O:7])([CH3:4])([CH3:3])[CH3:2].I([O-])(=O)(=O)=[O:34].[Na+].O. (3) Given the product [CH2:8]([N:15]1[C:25]2[C:18](=[CH:19][CH:24]=[C:1]([OH:4])[CH:2]=2)[C:23]([CH2:22][CH2:21][CH3:20])=[N:16]1)[C:9]1[CH:14]=[CH:13][CH:12]=[CH:11][CH:10]=1, predict the reactants needed to synthesize it. The reactants are: [C:1]([O-:4])(=O)[CH3:2].[Na+].Cl.Cl.[CH2:8]([NH:15][NH2:16])[C:9]1[CH:14]=[CH:13][CH:12]=[CH:11][CH:10]=1.O.[C:18]1([CH3:25])[C:19]([CH3:24])=[CH:20][CH:21]=[CH:22][CH:23]=1.